Predict which catalyst facilitates the given reaction. From a dataset of Catalyst prediction with 721,799 reactions and 888 catalyst types from USPTO. (1) Reactant: [H-].[Na+].[Br:3][C:4]1[CH:14]=[CH:13][C:7]2[O:8][CH2:9][C:10](=[O:12])[NH:11][C:6]=2[CH:5]=1.[CH3:15]I. Product: [Br:3][C:4]1[CH:14]=[CH:13][C:7]2[O:8][CH2:9][C:10](=[O:12])[N:11]([CH3:15])[C:6]=2[CH:5]=1. The catalyst class is: 3. (2) Reactant: [N:1]1[C:10]2[C:5](=[CH:6][C:7]([C:11]#[N:12])=[CH:8][CH:9]=2)[CH:4]=[CH:3][CH:2]=1.N. Product: [NH2:12][CH2:11][C:7]1[CH:6]=[C:5]2[C:10](=[CH:9][CH:8]=1)[N:1]=[CH:2][CH:3]=[CH:4]2. The catalyst class is: 94. (3) Reactant: [CH2:1]([N:8]1[C:16](=O)[CH:11]2[CH2:12][O:13][CH2:14][CH2:15][N:10]2[C:9]1=[O:18])[C:2]1[CH:7]=[CH:6][CH:5]=[CH:4][CH:3]=1.B.C1COCC1.CO. Product: [CH2:1]([N:8]1[CH2:16][CH:11]2[CH2:12][O:13][CH2:14][CH2:15][N:10]2[C:9]1=[O:18])[C:2]1[CH:7]=[CH:6][CH:5]=[CH:4][CH:3]=1. The catalyst class is: 1. (4) The catalyst class is: 15. Reactant: [C:1]1([N:7]2[C:12](=[O:13])[C:11]3[S:14][CH:15]=[C:16]([C:17]4[CH:22]=[CH:21][CH:20]=[CH:19][CH:18]=4)[C:10]=3[N:9]=[CH:8]2)[CH:6]=[CH:5][CH:4]=[CH:3][CH:2]=1.NC1C(C2C=CC=CC=2C)=CSC=1[C:36](OC)=[O:37].[CH:40](OCC)(OCC)OCC.COC1C=CC(N)=CC=1. Product: [CH3:36][O:37][C:4]1[CH:5]=[CH:6][C:1]([N:7]2[C:12](=[O:13])[C:11]3[S:14][CH:15]=[C:16]([C:17]4[CH:18]=[CH:19][CH:20]=[CH:21][C:22]=4[CH3:40])[C:10]=3[N:9]=[CH:8]2)=[CH:2][CH:3]=1. (5) Reactant: [S:1]1[C:5]([CH:6]([NH:10][C:11]2[CH:16]=[CH:15][CH:14]=[CH:13][CH:12]=2)[C:7]([OH:9])=[O:8])=[CH:4][C:3]2[CH:17]=[CH:18][CH:19]=[CH:20][C:2]1=2.[N:21]12[CH2:28][CH2:27][CH:24]([CH2:25][CH2:26]1)[C@@H:23](O)[CH2:22]2.C1C=CC2N(O)N=NC=2C=1.C1CCC(N=C=NC2CCCCC2)CC1. Product: [S:1]1[C:5]([CH:6]([NH:10][C:11]2[CH:16]=[CH:15][CH:14]=[CH:13][CH:12]=2)[C:7]([O:9][C@@H:23]2[CH:24]3[CH2:27][CH2:28][N:21]([CH2:26][CH2:25]3)[CH2:22]2)=[O:8])=[CH:4][C:3]2[CH:17]=[CH:18][CH:19]=[CH:20][C:2]1=2. The catalyst class is: 1. (6) Reactant: [O:1]1[CH2:5][C:4](=[O:6])[NH:3][C:2]1=[O:7].[Li+].[Cl-].C([Li])(C)(C)C.CCCCC.[CH:20]([C:22]1[CH:40]=[CH:39][C:25]([O:26][C:27]2[C:36]3[C:31](=[CH:32][CH:33]=[CH:34][CH:35]=3)[C:30]([C:37]#[N:38])=[CH:29][CH:28]=2)=[C:24]([O:41][CH3:42])[CH:23]=1)=O.Cl.O.C1(C)C=CC(S(O)(=O)=O)=CC=1. Product: [O:7]=[C:2]1[NH:3][C:4](=[O:6])[C:5](=[CH:20][C:22]2[CH:40]=[CH:39][C:25]([O:26][C:27]3[C:36]4[C:31](=[CH:32][CH:33]=[CH:34][CH:35]=4)[C:30]([C:37]#[N:38])=[CH:29][CH:28]=3)=[C:24]([O:41][CH3:42])[CH:23]=2)[O:1]1. The catalyst class is: 247. (7) Reactant: Br[C:2]1[S:14][C:5]2[NH:6][C:7](=[O:13])[C:8]([C:11]#[N:12])=[C:9]([OH:10])[C:4]=2[C:3]=1[C:15]1[CH:20]=[CH:19][CH:18]=[CH:17][CH:16]=1.C(NCC)C.C1(P(C2C=CC=CC=2)C2C=CC=CC=2)C=CC=CC=1.[C:45]([OH:53])(=[O:52])[CH2:46][CH2:47][CH2:48][CH2:49][C:50]#[CH:51]. Product: [C:11]([C:8]1[C:7](=[O:13])[NH:6][C:5]2[S:14][C:2]([C:51]#[C:50][CH2:49][CH2:48][CH2:47][CH2:46][C:45]([OH:53])=[O:52])=[C:3]([C:15]3[CH:20]=[CH:19][CH:18]=[CH:17][CH:16]=3)[C:4]=2[C:9]=1[OH:10])#[N:12]. The catalyst class is: 122. (8) Reactant: [F:1][C:2]([F:16])([F:15])[C:3]1[CH:4]=[C:5]([CH:8]=[C:9]([C:11]([F:14])([F:13])[F:12])[CH:10]=1)[CH:6]=O.Cl.[OH:18][NH2:19].[OH-].[Na+]. Product: [F:1][C:2]([F:16])([F:15])[C:3]1[CH:4]=[C:5]([CH:8]=[C:9]([C:11]([F:14])([F:13])[F:12])[CH:10]=1)/[CH:6]=[N:19]/[OH:18]. The catalyst class is: 8. (9) Reactant: [Cl:1][C:2]1[CH:3]=[CH:4][C:5]([NH:8][CH2:9][CH:10]2[N:19](C(OC(C)(C)C)=O)[CH2:18][CH2:17][C:12]3([CH2:16][CH2:15][CH2:14][CH2:13]3)[CH2:11]2)=[N:6][CH:7]=1.FC(F)(F)C(O)=O. Product: [CH2:13]1[C:12]2([CH2:17][CH2:18][NH:19][CH:10]([CH2:9][NH:8][C:5]3[CH:4]=[CH:3][C:2]([Cl:1])=[CH:7][N:6]=3)[CH2:11]2)[CH2:16][CH2:15][CH2:14]1. The catalyst class is: 4.